Task: Regression. Given a peptide amino acid sequence and an MHC pseudo amino acid sequence, predict their binding affinity value. This is MHC class I binding data.. Dataset: Peptide-MHC class I binding affinity with 185,985 pairs from IEDB/IMGT (1) The peptide sequence is KMKDPKMYH. The MHC is HLA-B51:01 with pseudo-sequence HLA-B51:01. The binding affinity (normalized) is 0.0847. (2) The peptide sequence is LKNYMQLGK. The MHC is Mamu-B52 with pseudo-sequence Mamu-B52. The binding affinity (normalized) is 0.480. (3) The peptide sequence is LAEQFSGEY. The MHC is HLA-A02:01 with pseudo-sequence HLA-A02:01. The binding affinity (normalized) is 0.0847. (4) The peptide sequence is GVDGLGVSV. The MHC is HLA-A69:01 with pseudo-sequence HLA-A69:01. The binding affinity (normalized) is 0.0847. (5) The peptide sequence is YGLGSTPLY. The MHC is HLA-B15:01 with pseudo-sequence HLA-B15:01. The binding affinity (normalized) is 0.464. (6) The peptide sequence is ATFTMRLL. The MHC is H-2-Kb with pseudo-sequence H-2-Kb. The binding affinity (normalized) is 0.583.